From a dataset of Reaction yield outcomes from USPTO patents with 853,638 reactions. Predict the reaction yield, written as a fraction of the theoretical maximum amount of product (1.0 means a 100% yield; for example, 0.34 means a 34% yield). (1) The catalyst is C(#N)C. The yield is 0.300. The product is [C:15]([NH:14][CH2:13][CH2:12][CH2:11][CH2:10][C@H:2]([NH:1][C:41](=[O:42])/[CH:40]=[CH:39]/[C:38]([O:45][CH3:46])=[O:44])[C:3]([O:5][C:6]([CH3:9])([CH3:8])[CH3:7])=[O:4])(=[O:37])[CH2:16][CH2:17]/[CH:18]=[CH:19]\[CH2:20]/[CH:21]=[CH:22]\[CH2:23]/[CH:24]=[CH:25]\[CH2:26]/[CH:27]=[CH:28]\[CH2:29]/[CH:30]=[CH:31]\[CH2:32]/[CH:33]=[CH:34]\[CH2:35][CH3:36]. The reactants are [NH2:1][C@@H:2]([CH2:10][CH2:11][CH2:12][CH2:13][NH:14][C:15](=[O:37])[CH2:16][CH2:17]/[CH:18]=[CH:19]\[CH2:20]/[CH:21]=[CH:22]\[CH2:23]/[CH:24]=[CH:25]\[CH2:26]/[CH:27]=[CH:28]\[CH2:29]/[CH:30]=[CH:31]\[CH2:32]/[CH:33]=[CH:34]\[CH2:35][CH3:36])[C:3]([O:5][C:6]([CH3:9])([CH3:8])[CH3:7])=[O:4].[C:38]([O:45][CH3:46])(=[O:44])/[CH:39]=[CH:40]/[C:41]([O-])=[O:42].CCN(C(C)C)C(C)C.CN(C(ON1N=NC2C=CC=NC1=2)=[N+](C)C)C.F[P-](F)(F)(F)(F)F. (2) The reactants are [OH:1][CH2:2][C@@H:3]1[CH2:7][C@H:6]([NH:8][C:9]([C:11]2[C:19]3[C:14](=[CH:15][CH:16]=[CH:17][CH:18]=3)[N:13]([CH:20]([CH3:22])[CH3:21])[N:12]=2)=[O:10])[CH2:5][N:4]1C(OC(C)(C)C)=O.Cl. The catalyst is CO. The product is [OH:1][CH2:2][C@H:3]1[NH:4][CH2:5][C@@H:6]([NH:8][C:9]([C:11]2[C:19]3[C:14](=[CH:15][CH:16]=[CH:17][CH:18]=3)[N:13]([CH:20]([CH3:22])[CH3:21])[N:12]=2)=[O:10])[CH2:7]1. The yield is 0.910. (3) The reactants are [C:1]1([N:7]2[C:19]3[CH:18]=[CH:17][CH:16]=[CH:15][C:14]=3[C:13]3[C:8]2=[CH:9][CH:10]=[CH:11][CH:12]=3)[CH:6]=[CH:5][CH:4]=[CH:3][CH:2]=1.[Br:20]N1C(=O)CCC1=O. The catalyst is C(O)(=O)C. The product is [Br:20][C:16]1[CH:17]=[CH:18][C:19]2[N:7]([C:1]3[CH:2]=[CH:3][CH:4]=[CH:5][CH:6]=3)[C:8]3[C:13]([C:14]=2[CH:15]=1)=[CH:12][CH:11]=[CH:10][CH:9]=3. The yield is 0.880. (4) The reactants are [Br:1][C:2]1[CH:7]=[CH:6][C:5]([C:8]2([C:14]#[N:15])[CH2:13][CH2:12][O:11][CH2:10][CH2:9]2)=[CH:4][CH:3]=1.S(=O)(=O)(O)[OH:17]. No catalyst specified. The product is [Br:1][C:2]1[CH:7]=[CH:6][C:5]([C:8]2([C:14]([NH2:15])=[O:17])[CH2:13][CH2:12][O:11][CH2:10][CH2:9]2)=[CH:4][CH:3]=1. The yield is 0.920. (5) The reactants are [H-].[Na+].[OH:3][C:4]1[CH:5]=[C:6]2[C:10](=[CH:11][CH:12]=1)[NH:9][CH:8]=[CH:7]2.Cl[C:14]1[N:19]=[CH:18][N:17]=[C:16]([NH2:20])[CH:15]=1. The catalyst is CS(C)=O. The product is [NH:9]1[C:10]2[C:6](=[CH:5][C:4]([O:3][C:14]3[N:19]=[CH:18][N:17]=[C:16]([NH2:20])[CH:15]=3)=[CH:12][CH:11]=2)[CH:7]=[CH:8]1. The yield is 0.590. (6) The reactants are Br[C:2]1[CH:10]=[CH:9][CH:8]=[CH:7][C:3]=1[C:4]([OH:6])=[O:5].[CH2:16]([Mg][CH2:16][CH2:17][CH2:18][CH3:19])[CH2:17][CH2:18][CH3:19].[CH3:16][CH2:17][CH2:18][CH2:19]CCC.C([Li])CCC.CCCCCC.[CH2:38]([N:45]1CCC(=O)C[CH2:46]1)[C:39]1[CH:44]=[CH:43][CH:42]=[CH:41][CH:40]=1.C(O)(=O)C.C(=O)([O-])[O-].[K+].[K+].[ClH:62].C(OCC)(=O)C. The catalyst is O1CCCC1.CCCCCCC.O.C(OC)(C)(C)C. The product is [ClH:62].[CH2:38]([N:45]1[CH2:16][CH2:17][C:18]2([C:2]3[C:3](=[CH:7][CH:8]=[CH:9][CH:10]=3)[C:4](=[O:5])[O:6]2)[CH2:19][CH2:46]1)[C:39]1[CH:44]=[CH:43][CH:42]=[CH:41][CH:40]=1. The yield is 0.580. (7) The product is [F:1][C:2]([F:15])([F:14])[S:3]([C:28]1[C:27](=[O:46])[N:26]([CH3:36])[C:25]([C:42]2[CH:43]=[CH:44][N:39]=[CH:40][CH:41]=2)=[C:24]([C:21]2[CH:20]=[CH:19][C:18]([O:17][CH3:16])=[CH:23][CH:22]=2)[CH:29]=1)(=[O:5])=[O:4]. The reactants are [F:1][C:2]([F:15])([F:14])[S:3](O[S:3]([C:2]([F:15])([F:14])[F:1])(=[O:5])=[O:4])(=[O:5])=[O:4].[CH3:16][O:17][C:18]1[CH:23]=[CH:22][C:21]([C:24]2(O)[CH2:29][CH:28]=[C:27](C3C=CN=CC=3)[N:26]([CH3:36])[C:25]2=O)=[CH:20][CH:19]=1.[N:39]1[CH:44]=[CH:43][CH:42]=[CH:41][CH:40]=1.C(=O)([O-])[OH:46].[Na+]. The catalyst is ClCCl.C(OCC)C. The yield is 0.900. (8) The product is [CH2:1]([O:3][C:4]1[CH:14]=[C:13]([C:21]#[C:20][Si:17]([CH3:19])([CH3:18])[CH3:16])[CH:12]=[CH:11][C:5]=1[C:6]([O:8][CH2:9][CH3:10])=[O:7])[CH3:2]. The reactants are [CH2:1]([O:3][C:4]1[CH:14]=[C:13](I)[CH:12]=[CH:11][C:5]=1[C:6]([O:8][CH2:9][CH3:10])=[O:7])[CH3:2].[CH3:16][Si:17]([C:20]#[CH:21])([CH3:19])[CH3:18].O. The catalyst is C(N(CC)CC)C.CN(C)C=O.[Cu]I.Cl[Pd](Cl)([P](C1C=CC=CC=1)(C1C=CC=CC=1)C1C=CC=CC=1)[P](C1C=CC=CC=1)(C1C=CC=CC=1)C1C=CC=CC=1. The yield is 0.900. (9) The reactants are Br[C:2]1[S:6][C:5]([C:7]2[CH:12]=[CH:11][N:10]=[C:9]([NH:13][C:14]3[CH:15]=[C:16]([CH:20]([OH:22])[CH3:21])[CH:17]=[CH:18][CH:19]=3)[N:8]=2)=[CH:4][CH:3]=1.[CH3:23][C:24]1[CH:29]=[CH:28][CH:27]=[C:26]([CH3:30])[C:25]=1B(O)O. The catalyst is CC(N(C)C)=O.C([O-])([O-])=O.[Na+].[Na+].CS(C)=O.C1C=CC(P(C2C=CC=CC=2)[C-]2C=CC=C2)=CC=1.C1C=CC(P(C2C=CC=CC=2)[C-]2C=CC=C2)=CC=1.Cl[Pd]Cl.[Fe+2]. The product is [CH3:23][C:24]1[CH:29]=[CH:28][CH:27]=[C:26]([CH3:30])[C:25]=1[C:2]1[S:6][C:5]([C:7]2[CH:12]=[CH:11][N:10]=[C:9]([NH:13][C:14]3[CH:15]=[C:16]([CH:20]([OH:22])[CH3:21])[CH:17]=[CH:18][CH:19]=3)[N:8]=2)=[CH:4][CH:3]=1. The yield is 0.300. (10) The yield is 0.300. The reactants are [N:1]1([C:6]2[CH:11]=[CH:10][C:9]([OH:12])=[CH:8][CH:7]=2)[CH:5]=[N:4][N:3]=[N:2]1.C1N2CN3CN(C2)CN1C3.FC(F)(F)[C:25](O)=[O:26]. The product is [OH:12][C:9]1[CH:8]=[CH:7][C:6]([N:1]2[CH:5]=[N:4][N:3]=[N:2]2)=[CH:11][C:10]=1[CH:25]=[O:26]. No catalyst specified.